This data is from Forward reaction prediction with 1.9M reactions from USPTO patents (1976-2016). The task is: Predict the product of the given reaction. (1) Given the reactants [NH2:1][C:2]1[N:7]=[CH:6][N:5]=[C:4]2[N:8]([C:33]3[CH:38]=[CH:37][C:36]([CH:39]=O)=[CH:35][CH:34]=3)[N:9]=[C:10]([C:11]3[CH:16]=[CH:15][C:14]([NH:17][C:18](=[O:30])[C:19]4[CH:24]=[CH:23][C:22]([C:25]([F:28])([F:27])[F:26])=[CH:21][C:20]=4[F:29])=[C:13]([O:31][CH3:32])[CH:12]=3)[C:3]=12.[NH:41]1[CH2:45][CH2:44][C@@H:43]([OH:46])[CH2:42]1.C(O[BH-](OC(=O)C)OC(=O)C)(=O)C.[Na+].[OH-].[Na+], predict the reaction product. The product is: [NH2:1][C:2]1[N:7]=[CH:6][N:5]=[C:4]2[N:8]([C:33]3[CH:34]=[CH:35][C:36]([CH2:39][N:41]4[CH2:45][CH2:44][C@@H:43]([OH:46])[CH2:42]4)=[CH:37][CH:38]=3)[N:9]=[C:10]([C:11]3[CH:16]=[CH:15][C:14]([NH:17][C:18](=[O:30])[C:19]4[CH:24]=[CH:23][C:22]([C:25]([F:27])([F:28])[F:26])=[CH:21][C:20]=4[F:29])=[C:13]([O:31][CH3:32])[CH:12]=3)[C:3]=12. (2) The product is: [Cl:15][C:13]1[CH:14]=[C:2]([CH:3]=[C:4]([CH2:5][C:6]2[CH:7]=[N:8][CH:9]=[CH:10][CH:11]=2)[CH:12]=1)/[CH:17]=[CH:16]/[C:18]1[CH:19]=[CH:20][C:21]([N:24]2[CH2:25][CH2:26][N:27]([C:30](=[O:32])[CH3:31])[CH2:28][CH2:29]2)=[CH:22][CH:23]=1. Given the reactants Br[C:2]1[CH:3]=[C:4]([CH:12]=[C:13]([Cl:15])[CH:14]=1)[CH2:5][C:6]1[CH:7]=[N:8][CH:9]=[CH:10][CH:11]=1.[CH:16]([C:18]1[CH:23]=[CH:22][C:21]([N:24]2[CH2:29][CH2:28][N:27]([C:30](=[O:32])[CH3:31])[CH2:26][CH2:25]2)=[CH:20][CH:19]=1)=[CH2:17].C(#N)C.C1C=CC(P(C2C=CC=CC=2)C2C=CC=CC=2)=CC=1, predict the reaction product. (3) Given the reactants [OH:1][CH2:2][CH2:3][SH:4].[NH2:5][C:6]1[CH:11]=[N:10][C:9](Br)=[CH:8][N:7]=1, predict the reaction product. The product is: [NH2:5][C:6]1[N:7]=[CH:8][C:9]([S:4][CH2:3][CH2:2][OH:1])=[N:10][CH:11]=1. (4) Given the reactants [F:1][C:2]1[CH:31]=[CH:30][C:5]([NH:6][C:7]2[CH:19]=[C:18]([C:20]3[CH:21]=[C:22]4[C:26](=[CH:27][CH:28]=3)[N:25]([CH3:29])[CH:24]=[CH:23]4)[CH:17]=[CH:16][C:8]=2[C:9]([O:11]C(C)(C)C)=[O:10])=[CH:4][CH:3]=1.O1CCOCC1.CO.[OH-].[Na+], predict the reaction product. The product is: [F:1][C:2]1[CH:31]=[CH:30][C:5]([NH:6][C:7]2[CH:19]=[C:18]([C:20]3[CH:21]=[C:22]4[C:26](=[CH:27][CH:28]=3)[N:25]([CH3:29])[CH:24]=[CH:23]4)[CH:17]=[CH:16][C:8]=2[C:9]([OH:11])=[O:10])=[CH:4][CH:3]=1. (5) Given the reactants C[CH2:2][N:3]=[C:4]=[N:5]CCCN(C)C.[CH:12]1[CH:13]=[CH:14][C:15]2[N:20](O)N=N[C:16]=2[CH:17]=1.[CH3:22][O:23][C:24]([C:26]1[C:30]([NH2:31])=[CH:29][N:28]([CH3:32])[N:27]=1)=[O:25].C([N:35]([CH2:38][CH3:39])[CH2:36][CH3:37])C.CN([CH:43]=[O:44])C, predict the reaction product. The product is: [CH3:22][O:23][C:24]([C:26]1[C:30]([NH:31][C:43]([C:39]2[C:38]([NH:35][C:36]3[CH:37]=[N:5][CH:4]=[N:3][CH:2]=3)=[CH:17][CH:16]=[C:15]([CH:14]3[CH2:13][CH2:12]3)[N:20]=2)=[O:44])=[CH:29][N:28]([CH3:32])[N:27]=1)=[O:25]. (6) Given the reactants [NH2:1][C:2]1[CH:3]=[N:4][CH:5]=[C:6]([Cl:8])[CH:7]=1.[C:9](Cl)(Cl)=[S:10].CS(O)(=O)=O.[NH2:18][CH2:19][CH2:20][NH:21][C:22]([NH:24][CH3:25])=[O:23].C(=O)(O)[O-].[Na+], predict the reaction product. The product is: [Cl:8][C:6]1[CH:5]=[N:4][CH:3]=[C:2]([NH:1][C:9]([NH:18][CH2:19][CH2:20][NH:21][C:22]([NH:24][CH3:25])=[O:23])=[S:10])[CH:7]=1.